From a dataset of Catalyst prediction with 721,799 reactions and 888 catalyst types from USPTO. Predict which catalyst facilitates the given reaction. Reactant: [C:1]([O:10]C)(=O)[C:2]1[C:3](=[CH:5][CH:6]=[CH:7][CH:8]=1)[SH:4].[Cl:12][C:13]1[CH:18]=[C:17]([C:19]#[N:20])[CH:16]=[CH:15][N:14]=1.C(N(CC)CC)C. Product: [Cl:12][C:13]1[CH:18]=[C:17]([C:19]2[S:4][C:3]3[CH:5]=[CH:6][CH:7]=[CH:8][C:2]=3[C:1](=[O:10])[N:20]=2)[CH:16]=[CH:15][N:14]=1. The catalyst class is: 11.